Dataset: Full USPTO retrosynthesis dataset with 1.9M reactions from patents (1976-2016). Task: Predict the reactants needed to synthesize the given product. (1) Given the product [CH2:31]([N:33]([CH2:26][C:24]1[S:23][CH:22]=[C:21]([C:18]2[CH:19]=[C:20]3[C:15](=[C:16]([C:28]([NH2:30])=[O:29])[CH:17]=2)[NH:14][CH:13]=[C:12]3[CH:9]2[CH2:10][CH2:11][N:6]([S:3]([CH2:1][CH3:2])(=[O:4])=[O:5])[CH2:7][CH2:8]2)[CH:25]=1)[CH3:34])[CH3:32], predict the reactants needed to synthesize it. The reactants are: [CH2:1]([S:3]([N:6]1[CH2:11][CH2:10][CH:9]([C:12]2[C:20]3[C:15](=[C:16]([C:28]([NH2:30])=[O:29])[CH:17]=[C:18]([C:21]4[CH:25]=[C:24]([CH:26]=O)[S:23][CH:22]=4)[CH:19]=3)[NH:14][CH:13]=2)[CH2:8][CH2:7]1)(=[O:5])=[O:4])[CH3:2].[CH2:31]([NH:33][CH3:34])[CH3:32].C(O[BH-](OC(=O)C)OC(=O)C)(=O)C.[Na+]. (2) Given the product [Cl:1][C:2]1[C:7]([CH3:8])=[C:6]([C:9]([O:11][CH3:12])=[O:10])[CH:5]=[CH:4][N:3]=1, predict the reactants needed to synthesize it. The reactants are: [Cl:1][C:2]1[C:7]([CH3:8])=[C:6]([C:9]([OH:11])=[O:10])[CH:5]=[CH:4][N:3]=1.[C:12](=O)([O-])[O-].[K+].[K+].CI. (3) Given the product [N+:8]([C:3]1[CH:4]=[CH:5][CH:6]=[CH:7][C:2]=1[CH:21]([OH:22])[C:20]([CH3:24])([CH3:23])[CH3:19])([O-:10])=[O:9], predict the reactants needed to synthesize it. The reactants are: I[C:2]1[CH:7]=[CH:6][CH:5]=[CH:4][C:3]=1[N+:8]([O-:10])=[O:9].C1([Mg]Cl)C=CC=CC=1.[CH3:19][C:20]([CH3:24])([CH3:23])[CH:21]=[O:22].